Dataset: HIV replication inhibition screening data with 41,000+ compounds from the AIDS Antiviral Screen. Task: Binary Classification. Given a drug SMILES string, predict its activity (active/inactive) in a high-throughput screening assay against a specified biological target. (1) The compound is COc1ccccc1C(=O)c1c(N2CCCCC2)c(=O)c1=O. The result is 1 (active). (2) The compound is CN(NC(=O)C(=CC=Cc1ccccc1)NC(=O)c1ccccc1)C1=C(Cl)C(=O)[N+](c2ccccc2)=CC1. The result is 0 (inactive). (3) The result is 0 (inactive). The drug is CN1CCN(C(=S)N(C(=O)c2ccco2)c2ccccc2)CC1. (4) The compound is CCOC(=O)NC(=O)c1cn(CCCCCCCCCCC(=O)N2CCN(CCn3cc(C(=O)NC(=O)OCC)c(=O)[nH]c3=O)CC2)c(=O)[nH]c1=O. The result is 0 (inactive). (5) The compound is CCC(C)C(NC(=O)C(CCCCN)NC(=O)C(CCCCN)NC(=O)C(CC(C)C)NC(=O)C1CCCN1C(=O)C1CCCN1C(=O)C(NC(=O)C(CC(C)C)NC(=O)C(CCCCN)NC(=O)C(CCCNC(=N)N)NC(=O)C(N)C(C)C)C(C)O)C(=O)O. The result is 0 (inactive).